Dataset: Peptide-MHC class I binding affinity with 185,985 pairs from IEDB/IMGT. Task: Regression. Given a peptide amino acid sequence and an MHC pseudo amino acid sequence, predict their binding affinity value. This is MHC class I binding data. (1) The peptide sequence is YPAEITLTW. The MHC is HLA-A69:01 with pseudo-sequence HLA-A69:01. The binding affinity (normalized) is 0.0847. (2) The peptide sequence is SNFTSTTVK. The MHC is HLA-A11:01 with pseudo-sequence HLA-A11:01. The binding affinity (normalized) is 0.547. (3) The peptide sequence is TVAYFNMVY. The MHC is Patr-B0101 with pseudo-sequence Patr-B0101. The binding affinity (normalized) is 0. (4) The peptide sequence is KRMMVRHCL. The MHC is HLA-A31:01 with pseudo-sequence HLA-A31:01. The binding affinity (normalized) is 0.0847. (5) The peptide sequence is TRREVHIYY. The MHC is HLA-A11:01 with pseudo-sequence HLA-A11:01. The binding affinity (normalized) is 0.0847.